Predict the reactants needed to synthesize the given product. From a dataset of Full USPTO retrosynthesis dataset with 1.9M reactions from patents (1976-2016). (1) Given the product [NH2:7][CH2:8][CH2:9][C:10]([NH:11][C:12]1[CH:13]=[C:14]2[C:19](=[CH:20][CH:21]=1)[N:18]=[CH:17][N:16]=[C:15]2[NH:22][C:23]1[CH:24]=[CH:25][C:26]([CH2:29][CH2:30][N:31]2[CH2:40][CH2:39][C:38]3[C:33](=[CH:34][C:35]([O:43][CH3:44])=[C:36]([O:41][CH3:42])[CH:37]=3)[CH2:32]2)=[CH:27][CH:28]=1)=[O:45], predict the reactants needed to synthesize it. The reactants are: C(OC(=O)[NH:7][CH2:8][CH2:9][C:10](=[O:45])[NH:11][C:12]1[CH:13]=[C:14]2[C:19](=[CH:20][CH:21]=1)[N:18]=[CH:17][N:16]=[C:15]2[NH:22][C:23]1[CH:28]=[CH:27][C:26]([CH2:29][CH2:30][N:31]2[CH2:40][CH2:39][C:38]3[C:33](=[CH:34][C:35]([O:43][CH3:44])=[C:36]([O:41][CH3:42])[CH:37]=3)[CH2:32]2)=[CH:25][CH:24]=1)(C)(C)C.FC(F)(F)C(O)=O. (2) Given the product [CH:10]1([C:8](=[O:9])[CH2:7][C:6]([C:22]2[C:21]([CH3:20])=[N:29][C:28]([C:30]([F:32])([F:33])[F:31])=[CH:27][CH:26]=2)=[O:13])[CH2:11][CH2:12]1, predict the reactants needed to synthesize it. The reactants are: C(O[C:6](=[O:13])[CH2:7][C:8]([CH:10]1[CH2:12][CH2:11]1)=[O:9])(C)(C)C.[Mg].C(Cl)(Cl)(Cl)Cl.[CH3:20][C:21]1[N:29]=[C:28]([C:30]([F:33])([F:32])[F:31])[CH:27]=[CH:26][C:22]=1C(Cl)=O. (3) Given the product [Na+:51].[C:37]([C:34]1[CH:35]=[CH:36][C:31]([CH2:30][NH:29][C:28]([C:12]2[N:11]([CH:40]([CH3:42])[CH3:41])[C:10]([CH:9]=[CH:8][C@@H:7]([OH:43])[CH2:6][C@@H:5]([OH:44])[CH2:4][C:3]([O-:45])=[O:2])=[C:14]([C:15]3[CH:20]=[CH:19][C:18]([F:21])=[CH:17][CH:16]=3)[C:13]=2[C:22]2[CH:27]=[CH:26][CH:25]=[CH:24][CH:23]=2)=[O:39])=[CH:32][CH:33]=1)#[N:38], predict the reactants needed to synthesize it. The reactants are: C[O:2][C:3](=[O:45])[CH2:4][C@H:5]([OH:44])[CH2:6][C@H:7]([OH:43])[CH:8]=[CH:9][C:10]1[N:11]([CH:40]([CH3:42])[CH3:41])[C:12]([C:28](=[O:39])[NH:29][CH2:30][C:31]2[CH:36]=[CH:35][C:34]([C:37]#[N:38])=[CH:33][CH:32]=2)=[C:13]([C:22]2[CH:27]=[CH:26][CH:25]=[CH:24][CH:23]=2)[C:14]=1[C:15]1[CH:20]=[CH:19][C:18]([F:21])=[CH:17][CH:16]=1.C(O)C.O.[OH-].[Na+:51]. (4) Given the product [Cl:6][C:7]1[CH:8]=[C:9]([CH:13]=[C:14]([Cl:16])[CH:15]=1)[C:10]([O:12][CH3:17])=[O:11], predict the reactants needed to synthesize it. The reactants are: S(=O)(=O)(O)O.[Cl:6][C:7]1[CH:8]=[C:9]([CH:13]=[C:14]([Cl:16])[CH:15]=1)[C:10]([OH:12])=[O:11].[CH3:17]O. (5) Given the product [N+:25]([C:18]1[CH:19]=[C:20]([CH:23]=[CH:24][C:17]=1[NH:16][C:2]1[CH:11]=[CH:10][C:9]2[C:8]([CH3:13])([CH3:12])[CH2:7][CH2:6][C:5]([CH3:15])([CH3:14])[C:4]=2[CH:3]=1)[C:21]#[N:22])([O-:27])=[O:26], predict the reactants needed to synthesize it. The reactants are: Br[C:2]1[CH:3]=[C:4]2[C:9](=[CH:10][CH:11]=1)[C:8]([CH3:13])([CH3:12])[CH2:7][CH2:6][C:5]2([CH3:15])[CH3:14].[NH2:16][C:17]1[CH:24]=[CH:23][C:20]([C:21]#[N:22])=[CH:19][C:18]=1[N+:25]([O-:27])=[O:26].CC([O-])(C)C.[Na+].C(PC1C=CC=CC=1C1C=CC=CC=1)(C)(C)C. (6) Given the product [F:1][C:2]([F:7])([F:6])[C:3]([OH:5])=[O:4].[F:8][C:9]([F:14])([F:13])[C:10]([OH:12])=[O:11].[Cl:22][C:23]1[CH:24]=[N:25][C:26]2[NH:27][C:28]3[CH:29]=[N:30][CH:31]=[C:32]([CH:54]=3)[CH2:33][CH2:34][C:35]3[CH:43]=[C:39]([NH:40][C:41]=1[N:42]=2)[CH:38]=[CH:37][C:36]=3[NH:44][C:45](=[O:53])[CH2:46][CH:47]1[CH2:52][CH2:51][N:50]([C:60]([C:57]2[N:58]=[CH:59][NH:55][N:56]=2)=[O:61])[CH2:49][CH2:48]1, predict the reactants needed to synthesize it. The reactants are: [F:1][C:2]([F:7])([F:6])[C:3]([OH:5])=[O:4].[F:8][C:9]([F:14])([F:13])[C:10]([OH:12])=[O:11].FC(F)(F)C(O)=O.[Cl:22][C:23]1[CH:24]=[N:25][C:26]2[NH:27][C:28]3[CH:29]=[N:30][CH:31]=[C:32]([CH:54]=3)[CH2:33][CH2:34][C:35]3[CH:43]=[C:39]([NH:40][C:41]=1[N:42]=2)[CH:38]=[CH:37][C:36]=3[NH:44][C:45](=[O:53])[CH2:46][CH:47]1[CH2:52][CH2:51][NH:50][CH2:49][CH2:48]1.[NH:55]1[CH:59]=[N:58][C:57]([C:60](O)=[O:61])=[N:56]1. (7) Given the product [O:43]1[C:15]2[CH:19]=[CH:20][CH:21]=[CH:22][C:14]=2[CH:13]=[C:12]1[N:44]1[C:13]2[C:14]3[CH:22]=[CH:21][C:20]([N:23]4[CH2:27][C@H:26]([CH2:28][NH:29][C:30]([C:32]5[O:33][C:34]6[CH:40]=[CH:39][CH:38]=[CH:37][C:35]=6[CH:36]=5)=[O:31])[O:25][C:24]4=[O:41])=[CH:19][C:15]=3[CH2:16][CH2:17][CH2:18][C:12]=2[CH:10]=[N:45]1, predict the reactants needed to synthesize it. The reactants are: O1C2C=CC=CC=2C=C1[C:10]([CH:12]1[CH2:18][CH2:17][CH2:16][C:15]2[CH:19]=[C:20]([N:23]3[CH2:27][C@H:26]([CH2:28][NH:29][C:30]([C:32]4[O:33][C:34]5[CH:40]=[CH:39][CH:38]=[CH:37][C:35]=5[CH:36]=4)=[O:31])[O:25][C:24]3=[O:41])[CH:21]=[CH:22][C:14]=2[C:13]1=O)=O.[OH2:43].[NH2:44][NH2:45].